Dataset: Merck oncology drug combination screen with 23,052 pairs across 39 cell lines. Task: Regression. Given two drug SMILES strings and cell line genomic features, predict the synergy score measuring deviation from expected non-interaction effect. Drug 1: C=CCn1c(=O)c2cnc(Nc3ccc(N4CCN(C)CC4)cc3)nc2n1-c1cccc(C(C)(C)O)n1. Drug 2: NC(=O)c1cccc2cn(-c3ccc(C4CCCNC4)cc3)nc12. Cell line: MSTO. Synergy scores: synergy=-8.63.